From a dataset of NCI-60 drug combinations with 297,098 pairs across 59 cell lines. Regression. Given two drug SMILES strings and cell line genomic features, predict the synergy score measuring deviation from expected non-interaction effect. (1) Drug 2: CCCCC(=O)OCC(=O)C1(CC(C2=C(C1)C(=C3C(=C2O)C(=O)C4=C(C3=O)C=CC=C4OC)O)OC5CC(C(C(O5)C)O)NC(=O)C(F)(F)F)O. Drug 1: C1=NC2=C(N=C(N=C2N1C3C(C(C(O3)CO)O)F)Cl)N. Synergy scores: CSS=33.1, Synergy_ZIP=3.08, Synergy_Bliss=2.96, Synergy_Loewe=-1.14, Synergy_HSA=-0.0500. Cell line: HCT-15. (2) Drug 1: C1=CC=C(C(=C1)C(C2=CC=C(C=C2)Cl)C(Cl)Cl)Cl. Drug 2: C#CCC(CC1=CN=C2C(=N1)C(=NC(=N2)N)N)C3=CC=C(C=C3)C(=O)NC(CCC(=O)O)C(=O)O. Cell line: SK-MEL-5. Synergy scores: CSS=-1.62, Synergy_ZIP=1.69, Synergy_Bliss=1.85, Synergy_Loewe=-4.37, Synergy_HSA=-2.49. (3) Drug 1: C1=NC2=C(N=C(N=C2N1C3C(C(C(O3)CO)O)O)F)N. Drug 2: C(CC(=O)O)C(=O)CN.Cl. Cell line: UACC-257. Synergy scores: CSS=5.21, Synergy_ZIP=3.29, Synergy_Bliss=-1.16, Synergy_Loewe=-1.59, Synergy_HSA=-1.93.